This data is from Forward reaction prediction with 1.9M reactions from USPTO patents (1976-2016). The task is: Predict the product of the given reaction. (1) Given the reactants [F:1][CH:2]([F:7])[C:3](OC)=[O:4].[CH2:8]([CH2:10][NH2:11])[OH:9].ClCCl, predict the reaction product. The product is: [NH3:11].[F:7][CH:2]([F:1])[C:3]([NH:11][CH2:10][CH2:8][OH:9])=[O:4]. (2) Given the reactants [CH2:1]([O:3][CH2:4][O:5][C:6]1[CH:11]=[CH:10][C:9]([C:12]2[CH:17]=[CH:16][C:15]([C:18]([F:21])([F:20])[F:19])=[CH:14][CH:13]=2)=[CH:8][CH:7]=1)[CH3:2].C([Li])CCC.[CH2:27]([S:30][S:30][CH2:27][CH2:28][CH3:29])[CH2:28][CH3:29], predict the reaction product. The product is: [CH2:27]([S:30][C:7]1[CH:8]=[C:9]([C:12]2[CH:17]=[CH:16][C:15]([C:18]([F:19])([F:20])[F:21])=[CH:14][CH:13]=2)[CH:10]=[CH:11][C:6]=1[O:5][CH2:4][O:3][CH2:1][CH3:2])[CH2:28][CH3:29]. (3) Given the reactants [N:1]1[CH:6]=[CH:5][CH:4]=[C:3]([C:7]2[CH:8]=[CH:9][C:10]3[NH:16][C:15](=O)[CH2:14][CH2:13][CH2:12][C:11]=3[CH:18]=2)[CH:2]=1.COC1C=CC(P2(=S)SP(=S)(C3C=CC(OC)=CC=3)[S:28]2)=CC=1, predict the reaction product. The product is: [N:1]1[CH:6]=[CH:5][CH:4]=[C:3]([C:7]2[CH:8]=[CH:9][C:10]3[NH:16][C:15](=[S:28])[CH2:14][CH2:13][CH2:12][C:11]=3[CH:18]=2)[CH:2]=1.